Task: Regression. Given two drug SMILES strings and cell line genomic features, predict the synergy score measuring deviation from expected non-interaction effect.. Dataset: NCI-60 drug combinations with 297,098 pairs across 59 cell lines (1) Drug 1: CCCS(=O)(=O)NC1=C(C(=C(C=C1)F)C(=O)C2=CNC3=C2C=C(C=N3)C4=CC=C(C=C4)Cl)F. Drug 2: CC12CCC3C(C1CCC2O)C(CC4=C3C=CC(=C4)O)CCCCCCCCCS(=O)CCCC(C(F)(F)F)(F)F. Cell line: U251. Synergy scores: CSS=1.51, Synergy_ZIP=-1.82, Synergy_Bliss=-2.12, Synergy_Loewe=-2.37, Synergy_HSA=-2.13. (2) Drug 1: C1CCC(C1)C(CC#N)N2C=C(C=N2)C3=C4C=CNC4=NC=N3. Drug 2: C1=CC(=CC=C1CCCC(=O)O)N(CCCl)CCCl. Cell line: SK-MEL-28. Synergy scores: CSS=-1.00, Synergy_ZIP=-3.71, Synergy_Bliss=-4.57, Synergy_Loewe=-10.1, Synergy_HSA=-8.61. (3) Drug 1: CC(CN1CC(=O)NC(=O)C1)N2CC(=O)NC(=O)C2. Drug 2: CC1=C2C(C(=O)C3(C(CC4C(C3C(C(C2(C)C)(CC1OC(=O)C(C(C5=CC=CC=C5)NC(=O)OC(C)(C)C)O)O)OC(=O)C6=CC=CC=C6)(CO4)OC(=O)C)O)C)O. Cell line: SW-620. Synergy scores: CSS=40.4, Synergy_ZIP=-14.4, Synergy_Bliss=-11.1, Synergy_Loewe=-10.2, Synergy_HSA=-6.15. (4) Drug 1: C1CCC(CC1)NC(=O)N(CCCl)N=O. Drug 2: CN(C)C1=NC(=NC(=N1)N(C)C)N(C)C. Cell line: M14. Synergy scores: CSS=1.54, Synergy_ZIP=0.767, Synergy_Bliss=2.80, Synergy_Loewe=-3.10, Synergy_HSA=-0.699. (5) Drug 1: CC1=CC=C(C=C1)C2=CC(=NN2C3=CC=C(C=C3)S(=O)(=O)N)C(F)(F)F. Drug 2: C1CC(C1)(C(=O)O)C(=O)O.[NH2-].[NH2-].[Pt+2]. Cell line: NCIH23. Synergy scores: CSS=16.1, Synergy_ZIP=-3.25, Synergy_Bliss=0.570, Synergy_Loewe=-2.98, Synergy_HSA=-1.38. (6) Drug 1: CN(C)N=NC1=C(NC=N1)C(=O)N. Drug 2: CCC1(C2=C(COC1=O)C(=O)N3CC4=CC5=C(C=CC(=C5CN(C)C)O)N=C4C3=C2)O.Cl. Cell line: HOP-92. Synergy scores: CSS=23.0, Synergy_ZIP=-7.38, Synergy_Bliss=-2.78, Synergy_Loewe=-13.6, Synergy_HSA=-1.83. (7) Drug 1: CC1=CC2C(CCC3(C2CCC3(C(=O)C)OC(=O)C)C)C4(C1=CC(=O)CC4)C. Drug 2: CC(C)(C#N)C1=CC(=CC(=C1)CN2C=NC=N2)C(C)(C)C#N. Cell line: HT29. Synergy scores: CSS=-8.45, Synergy_ZIP=0.570, Synergy_Bliss=-5.88, Synergy_Loewe=-8.24, Synergy_HSA=-7.66. (8) Drug 1: CCC1(C2=C(COC1=O)C(=O)N3CC4=CC5=C(C=CC(=C5CN(C)C)O)N=C4C3=C2)O.Cl. Drug 2: C(CCl)NC(=O)N(CCCl)N=O. Cell line: NCI-H322M. Synergy scores: CSS=2.23, Synergy_ZIP=-2.78, Synergy_Bliss=-6.65, Synergy_Loewe=-9.23, Synergy_HSA=-6.11.